This data is from Full USPTO retrosynthesis dataset with 1.9M reactions from patents (1976-2016). The task is: Predict the reactants needed to synthesize the given product. (1) Given the product [CH2:1]([C:3]1[CH:8]=[CH:7][C:6]([C@H:9]2[CH2:14][C@@H:13]([CH:15]([CH3:16])[CH3:17])[N:12]3[N:18]=[CH:19][C:20]([C:21]([NH:64][CH2:63][C:62]4[CH:65]=[CH:66][C:59]([O:57][CH3:58])=[CH:60][CH:61]=4)=[O:22])=[C:11]3[NH:10]2)=[CH:5][CH:4]=1)[CH3:2], predict the reactants needed to synthesize it. The reactants are: [CH2:1]([C:3]1[CH:8]=[CH:7][C:6]([C@H:9]2[CH2:14][C@@H:13]([CH:15]([CH3:17])[CH3:16])[N:12]3[N:18]=[CH:19][C:20]([C:21](O)=[O:22])=[C:11]3[NH:10]2)=[CH:5][CH:4]=1)[CH3:2].CN(C(ON1N=NC2C=CC=NC1=2)=[N+](C)C)C.F[P-](F)(F)(F)(F)F.C(N(CC)C(C)C)(C)C.[O:57]([C:59]1[CH:66]=[CH:65][C:62]([CH2:63][NH2:64])=[CH:61][CH:60]=1)[CH3:58]. (2) Given the product [NH2:11][C:7]1[CH:6]=[C:5]([C:3](=[O:4])[CH3:12])[CH:10]=[CH:9][N:8]=1, predict the reactants needed to synthesize it. The reactants are: CO[C:3]([C:5]1[CH:10]=[CH:9][N:8]=[C:7]([NH2:11])[CH:6]=1)=[O:4].[CH3:12][Li]. (3) Given the product [CH:14]1([C:13]2[CH:12]=[CH:11][N:10]=[CH:9][C:8]=2[N:7]2[CH2:2][CH2:3][NH:4][C:5]2=[O:6])[CH2:16][CH2:15]1, predict the reactants needed to synthesize it. The reactants are: Cl[CH2:2][CH2:3][NH:4][C:5]([NH:7][C:8]1[CH:9]=[N:10][CH:11]=[CH:12][C:13]=1[CH:14]1[CH2:16][CH2:15]1)=[O:6].[H-].[Na+].CO. (4) Given the product [Cl:2][C:3]1[CH:12]=[CH:11][C:10]([C:13]2[C:18]([N:19]([CH3:21])[CH3:20])=[CH:17][CH:16]=[CH:15][N:14]=2)=[CH:9][C:4]=1[C:5]([NH2:1])=[O:6], predict the reactants needed to synthesize it. The reactants are: [NH3:1].[Cl:2][C:3]1[CH:12]=[CH:11][C:10]([C:13]2[C:18]([N:19]([CH3:21])[CH3:20])=[CH:17][CH:16]=[CH:15][N:14]=2)=[CH:9][C:4]=1[C:5](OC)=[O:6]. (5) Given the product [N:5]1[CH:6]=[C:2]([S:1][C:23]2[CH:22]=[CH:21][C:17]3[N:18]=[CH:19][N:20]=[C:15]([NH:7][C:8]4[CH:12]=[CH:11][N:10]([CH3:13])[N:9]=4)[C:16]=3[N:24]=2)[NH:3][N:4]=1, predict the reactants needed to synthesize it. The reactants are: [SH:1][C:2]1[NH:3][N:4]=[N:5][CH:6]=1.[NH2:7][C:8]1[CH:12]=[CH:11][N:10]([CH3:13])[N:9]=1.Cl[C:15]1[C:16]2[N:24]=[C:23](Cl)[CH:22]=[CH:21][C:17]=2[N:18]=[CH:19][N:20]=1. (6) Given the product [C:11]([O:10][C:9](=[O:15])[NH:8][C:6]1[CH:7]=[C:2]([Cl:1])[C:3]([O:17][CH3:18])=[CH:4][C:5]=1[CH2:16][CH:31]([OH:27])[CH:30]([CH3:19])[CH2:29][CH3:28])([CH3:12])([CH3:13])[CH3:14], predict the reactants needed to synthesize it. The reactants are: [Cl:1][C:2]1[C:3]([O:17][CH3:18])=[CH:4][C:5]([CH3:16])=[C:6]([NH:8][C:9](=[O:15])[O:10][C:11]([CH3:14])([CH3:13])[CH3:12])[CH:7]=1.[CH:19]([Li])(CC)C.[Cl-].[NH4+].O.[O:27]1[CH2:31][CH2:30][CH2:29][CH2:28]1. (7) Given the product [F:1][C:2]1[CH:7]=[CH:6][C:5]([CH2:8][C:9]2[O:14][C:13]([C:15]3[C:16]([O:26][CH3:27])=[C:17]4[C:22](=[O:23])[N:21]([CH3:24])[CH2:20][CH2:19][N:18]4[CH:25]=3)=[N:12][N:11]=2)=[CH:4][CH:3]=1, predict the reactants needed to synthesize it. The reactants are: [F:1][C:2]1[CH:7]=[CH:6][C:5]([CH2:8][C:9]([NH:11][NH:12][C:13]([C:15]2[C:16]([O:26][CH3:27])=[C:17]3[C:22](=[O:23])[N:21]([CH3:24])[CH2:20][CH2:19][N:18]3[CH:25]=2)=[O:14])=O)=[CH:4][CH:3]=1.C(NCC(O)=O)(OCC1C=CC=CC=1)=O.[OH-].COC(NS([N+](CC)(CC)CC)(=O)=O)=O.CC[N+](S(N=C(OC)[O-])(=O)=O)(CC)CC. (8) Given the product [ClH:1].[ClH:1].[NH2:9][C@H:10]1[C@@H:14]([CH2:15][F:16])[CH2:13][NH:12][CH2:11]1, predict the reactants needed to synthesize it. The reactants are: [ClH:1].C(OC([NH:9][C@H:10]1[C@@H:14]([CH2:15][F:16])[CH2:13][NH:12][CH2:11]1)=O)(C)(C)C.